From a dataset of Full USPTO retrosynthesis dataset with 1.9M reactions from patents (1976-2016). Predict the reactants needed to synthesize the given product. (1) Given the product [NH2:11][C:9]1[S:10][C:6]([CH2:5][CH2:4][C:3]([NH:19][C:18]2[CH:20]=[CH:21][CH:22]=[C:16]([F:15])[CH:17]=2)=[O:12])=[CH:7][N:8]=1, predict the reactants needed to synthesize it. The reactants are: CO[C:3](=[O:12])[CH2:4][CH2:5][C:6]1[S:10][C:9]([NH2:11])=[N:8][CH:7]=1.[Li+].[OH-].[F:15][C:16]1[CH:17]=[C:18]([CH:20]=[CH:21][CH:22]=1)[NH2:19]. (2) The reactants are: N([O-])=O.[Na+].N[C:6]1[CH:7]=[CH:8][C:9]2[O:13][C:12](=[O:14])[N:11]([CH3:15])[C:10]=2[CH:16]=1.[I-:17].[K+].S(S([O-])=O)([O-])(=O)=O.[Na+].[Na+]. Given the product [I:17][C:6]1[CH:7]=[CH:8][C:9]2[O:13][C:12](=[O:14])[N:11]([CH3:15])[C:10]=2[CH:16]=1, predict the reactants needed to synthesize it. (3) Given the product [Br:10][C:11]1[CH:12]=[CH:13][C:14]([C:15]([N:43]([C@@H:44]([CH3:51])[CH2:45][N:46]2[CH2:49][CH:48]([OH:50])[CH2:47]2)[CH3:42])=[O:17])=[CH:18][CH:19]=1, predict the reactants needed to synthesize it. The reactants are: CCN(C(C)C)C(C)C.[Br:10][C:11]1[CH:19]=[CH:18][C:14]([C:15]([OH:17])=O)=[CH:13][CH:12]=1.CN(C(ON1N=NC2C=CC=CC1=2)=[N+](C)C)C.[B-](F)(F)(F)F.[CH3:42][NH:43][C@@H:44]([CH3:51])[CH2:45][N:46]1[CH2:49][CH:48]([OH:50])[CH2:47]1. (4) The reactants are: [CH2:1]([N:8]([CH2:16][C:17]1[CH:22]=[CH:21][CH:20]=[CH:19][CH:18]=1)[C@@H:9]1[CH2:14][NH:13][C:12](=[O:15])[CH2:11][CH2:10]1)[C:2]1[CH:7]=[CH:6][CH:5]=[CH:4][CH:3]=1.[CH3:23]C(C)([O-])C.[K+].CI.[Na+].[Cl-]. Given the product [CH2:16]([N:8]([CH2:1][C:2]1[CH:3]=[CH:4][CH:5]=[CH:6][CH:7]=1)[C@@H:9]1[CH2:14][N:13]([CH3:23])[C:12](=[O:15])[CH2:11][CH2:10]1)[C:17]1[CH:22]=[CH:21][CH:20]=[CH:19][CH:18]=1, predict the reactants needed to synthesize it. (5) Given the product [NH2:1][S:2]([C:5]1[CH:6]=[C:7]([CH:11]=[CH:12][CH:13]=1)[C:8]([O:10][CH3:18])=[O:9])(=[O:3])=[O:4], predict the reactants needed to synthesize it. The reactants are: [NH2:1][S:2]([C:5]1[CH:6]=[C:7]([CH:11]=[CH:12][CH:13]=1)[C:8]([OH:10])=[O:9])(=[O:4])=[O:3].S(Cl)(Cl)=O.[CH3:18]O. (6) Given the product [C:1]([N:4]1[CH2:13][CH2:12][C:11]2[C:6](=[CH:7][C:8]([B:18]3[O:19][C:20]([CH3:22])([CH3:21])[C:16]([CH3:32])([CH3:15])[O:17]3)=[CH:9][CH:10]=2)[CH2:5]1)(=[O:3])[CH3:2], predict the reactants needed to synthesize it. The reactants are: [C:1]([N:4]1[CH2:13][CH2:12][C:11]2[C:6](=[CH:7][C:8](Br)=[CH:9][CH:10]=2)[CH2:5]1)(=[O:3])[CH3:2].[CH3:15][C:16]1([CH3:32])[C:20]([CH3:22])([CH3:21])[O:19][B:18]([B:18]2[O:19][C:20]([CH3:22])([CH3:21])[C:16]([CH3:32])([CH3:15])[O:17]2)[O:17]1.C([O-])(=O)C.[K+].COCCOC. (7) Given the product [CH3:30][O:31][C:32](=[O:36])[CH2:33][CH2:34][NH:35][C:18](=[O:19])[C:17]1[CH:16]=[CH:15][C:14]([CH:9]([S:8][C:5]2[CH:4]=[CH:3][C:2]([Br:1])=[CH:7][CH:6]=2)[CH2:10][CH:11]([CH3:13])[CH3:12])=[CH:22][CH:21]=1, predict the reactants needed to synthesize it. The reactants are: [Br:1][C:2]1[CH:7]=[CH:6][C:5]([S:8][CH:9]([C:14]2[CH:22]=[CH:21][C:17]([C:18](O)=[O:19])=[CH:16][CH:15]=2)[CH2:10][CH:11]([CH3:13])[CH3:12])=[CH:4][CH:3]=1.C(N(CC)CC)C.[CH3:30][O:31][C:32](=[O:36])[CH2:33][CH2:34][NH2:35].CCN=C=NCCCN(C)C.